Dataset: Full USPTO retrosynthesis dataset with 1.9M reactions from patents (1976-2016). Task: Predict the reactants needed to synthesize the given product. (1) Given the product [F:1][C:2]([F:11])([F:12])[O:3][C:4]1[CH:5]=[C:6]([CH:7]=[CH:8][CH:9]=1)[O:10][CH2:14][CH2:15][OH:16], predict the reactants needed to synthesize it. The reactants are: [F:1][C:2]([F:12])([F:11])[O:3][C:4]1[CH:5]=[C:6]([OH:10])[CH:7]=[CH:8][CH:9]=1.Br[CH2:14][CH2:15][OH:16].C(=O)([O-])[O-].[K+].[K+]. (2) Given the product [C:32]1([NH:38][C:15]([C:16]2[CH:22]=[C:21]([C:23]#[N:24])[CH:20]=[C:19]([CH3:25])[C:17]=2[NH:18][C:13]([C:12]2[N:8]([C:3]3[C:2]([Cl:1])=[CH:7][CH:6]=[CH:5][N:4]=3)[N:9]=[C:10]([C:27]([F:30])([F:29])[F:28])[CH:11]=2)=[O:14])=[O:26])([CH:35]2[CH2:37][CH2:36]2)[CH2:34][CH2:33]1, predict the reactants needed to synthesize it. The reactants are: [Cl:1][C:2]1[C:3]([N:8]2[C:12]([C:13]3[O:14][C:15](=[O:26])[C:16]4[CH:22]=[C:21]([C:23]#[N:24])[CH:20]=[C:19]([CH3:25])[C:17]=4[N:18]=3)=[CH:11][C:10]([C:27]([F:30])([F:29])[F:28])=[N:9]2)=[N:4][CH:5]=[CH:6][CH:7]=1.Cl.[C:32]1([NH2:38])([CH:35]2[CH2:37][CH2:36]2)[CH2:34][CH2:33]1.C(N(CC)CC)C. (3) Given the product [CH2:9]([O:8][C:4]1[CH:3]=[C:2]([C:19]2[CH:18]=[N:17][CH:22]=[CH:21][CH:20]=2)[CH:7]=[CH:6][CH:5]=1)[CH2:10][CH2:11][CH2:12][CH2:13][CH2:14][CH2:15][CH3:16], predict the reactants needed to synthesize it. The reactants are: Br[C:2]1[CH:7]=[CH:6][CH:5]=[C:4]([O:8][CH2:9][CH2:10][CH2:11][CH2:12][CH2:13][CH2:14][CH2:15][CH3:16])[CH:3]=1.[N:17]1[CH:22]=[CH:21][CH:20]=[C:19](B(O)O)[CH:18]=1.C([O-])([O-])=O.[Na+].[Na+].C(Cl)Cl. (4) The reactants are: CO[C:3](=O)[C@@H:4]1[CH2:8][C:7](=[CH2:9])[CH2:6][N:5]1[C:10]([O:12][CH2:13][C:14]1[CH:19]=[CH:18][CH:17]=[CH:16][CH:15]=1)=[O:11].C(O[C:29]([N:31]1C2C(=CC=CC=2)CC1C(OC)=O)=O)C1C=CC=CC=1. Given the product [CH2:13]([O:12][C:10]([N:5]1[CH2:6][C:7](=[CH2:9])[CH2:8][C@H:4]1[CH2:3][C:29]#[N:31])=[O:11])[C:14]1[CH:19]=[CH:18][CH:17]=[CH:16][CH:15]=1, predict the reactants needed to synthesize it. (5) The reactants are: [NH2:1][C:2]1[CH:44]=[CH:43][C:5]([C:6]([NH:8][C:9]2[CH:14]=[C:13]([NH:15][C:16]3[N:21]=[C:20]([C:22]4[C:30]5[C:25](=[CH:26][CH:27]=[CH:28][CH:29]=5)[N:24](S(C5C=CC=CC=5)(=O)=O)[CH:23]=4)[C:19]([C:40]#[N:41])=[CH:18][N:17]=3)[CH:12]=[CH:11][C:10]=2[CH3:42])=[O:7])=[CH:4][CH:3]=1.[OH-].[Na+]. Given the product [NH2:1][C:2]1[CH:44]=[CH:43][C:5]([C:6]([NH:8][C:9]2[CH:14]=[C:13]([NH:15][C:16]3[N:21]=[C:20]([C:22]4[C:30]5[C:25](=[CH:26][CH:27]=[CH:28][CH:29]=5)[NH:24][CH:23]=4)[C:19]([C:40]#[N:41])=[CH:18][N:17]=3)[CH:12]=[CH:11][C:10]=2[CH3:42])=[O:7])=[CH:4][CH:3]=1, predict the reactants needed to synthesize it.